This data is from Forward reaction prediction with 1.9M reactions from USPTO patents (1976-2016). The task is: Predict the product of the given reaction. (1) Given the reactants Cl[C:2]1[N:7]=[C:6]2[N:8]=[C:9]([NH:12][C:13]([NH:15][CH2:16][CH3:17])=[O:14])[CH:10]=[CH:11][C:5]2=[N:4][CH:3]=1.CN(C)C=O.O.[OH:24][C:25]1[CH:26]=[C:27](B(O)O)[CH:28]=[CH:29][CH:30]=1.C(=O)([O-])[O-].[Na+].[Na+], predict the reaction product. The product is: [CH2:16]([NH:15][C:13]([NH:12][C:9]1[CH:10]=[CH:11][C:5]2[C:6]([N:8]=1)=[N:7][C:2]([C:29]1[CH:28]=[CH:27][CH:26]=[C:25]([OH:24])[CH:30]=1)=[CH:3][N:4]=2)=[O:14])[CH3:17]. (2) Given the reactants [CH3:1][O:2][C:3]1[CH:12]=[CH:11][CH:10]=[C:9]2[C:4]=1[CH2:5][C@@H:6]([NH2:13])[CH2:7][O:8]2.Br[CH2:15][CH2:16][CH2:17][C:18]1[C:26]2[C:21](=[CH:22][CH:23]=[C:24]([F:27])[CH:25]=2)[NH:20][CH:19]=1.C(N(CC)CC)C.CCCCCC.CCOC(C)=O.CO, predict the reaction product. The product is: [F:27][C:24]1[CH:25]=[C:26]2[C:21](=[CH:22][CH:23]=1)[NH:20][CH:19]=[C:18]2[CH2:17][CH2:16][CH2:15][NH:13][C@@H:6]1[CH2:5][C:4]2[C:9](=[CH:10][CH:11]=[CH:12][C:3]=2[O:2][CH3:1])[O:8][CH2:7]1.